From a dataset of Reaction yield outcomes from USPTO patents with 853,638 reactions. Predict the reaction yield, written as a fraction of the theoretical maximum amount of product (1.0 means a 100% yield; for example, 0.34 means a 34% yield). The reactants are [F:1][CH:2]([F:19])[O:3][C:4]1[C:9]([O:10][CH3:11])=[CH:8][C:7]([C:12]2[O:13][CH:14]=[CH:15][CH:16]=2)=[CH:6][C:5]=1[O:17][CH3:18].CON(C)[C:23](=[O:39])[CH:24]([O:37][CH3:38])[C:25]1[CH:30]=[CH:29][C:28]([N:31]2[CH2:36][CH2:35][O:34][CH2:33][CH2:32]2)=[CH:27][CH:26]=1. No catalyst specified. The product is [F:19][CH:2]([F:1])[O:3][C:4]1[C:9]([O:10][CH3:11])=[CH:8][C:7]([C:12]2[O:13][C:14]([C:23](=[O:39])[CH:24]([O:37][CH3:38])[C:25]3[CH:26]=[CH:27][C:28]([N:31]4[CH2:32][CH2:33][O:34][CH2:35][CH2:36]4)=[CH:29][CH:30]=3)=[CH:15][CH:16]=2)=[CH:6][C:5]=1[O:17][CH3:18]. The yield is 0.0600.